This data is from Forward reaction prediction with 1.9M reactions from USPTO patents (1976-2016). The task is: Predict the product of the given reaction. The product is: [C:34]([N:27]1[C:28]2[C:33](=[CH:32][CH:31]=[CH:30][CH:29]=2)[C:25]([NH:24][C:23]([N:7]2[C@H:8]([C:10](=[O:22])[NH:11][CH2:12][C:13]3[C:18]([F:19])=[CH:17][CH:16]=[C:15]([Cl:20])[C:14]=3[F:21])[CH2:9][C@H:5]([C:3]([OH:4])=[O:2])[CH2:6]2)=[O:37])=[CH:26]1)(=[O:36])[NH2:35]. Given the reactants C[O:2][C:3]([C@H:5]1[CH2:9][C@@H:8]([C:10](=[O:22])[NH:11][CH2:12][C:13]2[C:18]([F:19])=[CH:17][CH:16]=[C:15]([Cl:20])[C:14]=2[F:21])[N:7]([C:23](=[O:37])[NH:24][C:25]2[C:33]3[C:28](=[CH:29][CH:30]=[CH:31][CH:32]=3)[N:27]([C:34](=[O:36])[NH2:35])[CH:26]=2)[CH2:6]1)=[O:4].CCOCC.C[Si](C)(C)[O-].[K+], predict the reaction product.